Dataset: Forward reaction prediction with 1.9M reactions from USPTO patents (1976-2016). Task: Predict the product of the given reaction. (1) Given the reactants Br[CH2:2][CH2:3][CH:4]([C:8]1[S:9][C:10]2[CH:17]=[C:16]([C:18]([F:21])([F:20])[F:19])[CH:15]=[CH:14][C:11]=2[C:12]=1[CH3:13])[CH2:5][CH2:6][CH3:7].C(=O)([O-])[O-].[Cs+].[Cs+].[CH2:28]([C:30]1[CH:35]=[C:34]([OH:36])[CH:33]=[CH:32][C:31]=1[O:37][CH2:38][C:39]([O:41][CH2:42][CH3:43])=[O:40])[CH3:29], predict the reaction product. The product is: [CH2:28]([C:30]1[CH:35]=[C:34]([O:36][CH2:2][CH2:3][CH:4]([C:8]2[S:9][C:10]3[CH:17]=[C:16]([C:18]([F:21])([F:20])[F:19])[CH:15]=[CH:14][C:11]=3[C:12]=2[CH3:13])[CH2:5][CH2:6][CH3:7])[CH:33]=[CH:32][C:31]=1[O:37][CH2:38][C:39]([O:41][CH2:42][CH3:43])=[O:40])[CH3:29]. (2) Given the reactants [CH2:1]([C:3]1[CH:11]=[C:10]([CH2:12][CH3:13])[C:9]([C:14]([O:16][CH3:17])=[O:15])=[CH:8][C:4]=1[C:5]([OH:7])=O)[CH3:2].Cl.[NH:19]1[CH2:24][CH2:23][CH:22]([C:25]2[CH:32]=[CH:31][C:28]([C:29]#[N:30])=[CH:27][CH:26]=2)[CH2:21][CH2:20]1.CCN=C=NCCCN(C)C.Cl, predict the reaction product. The product is: [C:29]([C:28]1[CH:27]=[CH:26][C:25]([CH:22]2[CH2:23][CH2:24][N:19]([C:5]([C:4]3[C:3]([CH2:1][CH3:2])=[CH:11][C:10]([CH2:12][CH3:13])=[C:9]([CH:8]=3)[C:14]([O:16][CH3:17])=[O:15])=[O:7])[CH2:20][CH2:21]2)=[CH:32][CH:31]=1)#[N:30]. (3) Given the reactants [O:1]=[C:2]1[C:6]2[CH:7]=[CH:8][CH:9]=[CH:10][C:5]=2[C:4](=[O:11])[N:3]1[CH2:12][CH2:13][CH2:14][S:15]([O:18][CH2:19][C:20]([CH3:35])([CH3:34])[CH:21]([O:24][CH2:25][C:26]1[CH:31]=[CH:30][C:29]([O:32][CH3:33])=[CH:28][CH:27]=1)[CH:22]=[O:23])(=[O:17])=[O:16].CC(C)=[O:38], predict the reaction product. The product is: [O:1]=[C:2]1[C:6]2[CH:7]=[CH:8][CH:9]=[CH:10][C:5]=2[C:4](=[O:11])[N:3]1[CH2:12][CH2:13][CH2:14][S:15]([O:18][CH2:19][C:20]([CH3:35])([CH3:34])[CH:21]([O:24][CH2:25][C:26]1[CH:31]=[CH:30][C:29]([O:32][CH3:33])=[CH:28][CH:27]=1)[C:22]([OH:38])=[O:23])(=[O:17])=[O:16]. (4) The product is: [CH3:21][NH:22][C:2]1[CH:7]=[CH:6][C:5]([NH:8][S:9]([CH3:12])(=[O:11])=[O:10])=[CH:4][C:3]=1[N+:13]([O-:15])=[O:14]. Given the reactants F[C:2]1[CH:7]=[CH:6][C:5]([NH:8][S:9]([CH3:12])(=[O:11])=[O:10])=[CH:4][C:3]=1[N+:13]([O-:15])=[O:14].CC([O-])=O.[Na+].[CH3:21][NH2:22], predict the reaction product. (5) The product is: [CH:1]1([N:6]2[CH2:12][C:11]3([CH2:14][CH2:13]3)[C:10](=[O:15])[N:9]([CH3:16])[C:8]3[CH:17]=[N:18][C:19]([NH:21][C:22]4[CH:30]=[CH:29][C:25]([C:26]([NH:84][C@H:81]5[CH2:82][CH2:83][C@H:78]([N:74]6[CH2:75][CH2:76][O:49][CH2:72][CH2:73]6)[CH2:79][CH2:80]5)=[O:28])=[CH:24][C:23]=4[O:31][CH3:32])=[N:20][C:7]2=3)[CH2:2][CH2:3][CH2:4][CH2:5]1. Given the reactants [CH:1]1([N:6]2[CH2:12][C:11]3([CH2:14][CH2:13]3)[C:10](=[O:15])[N:9]([CH3:16])[C:8]3[CH:17]=[N:18][C:19]([NH:21][C:22]4[CH:30]=[CH:29][C:25]([C:26]([OH:28])=O)=[CH:24][C:23]=4[O:31][CH3:32])=[N:20][C:7]2=3)[CH2:5][CH2:4][CH2:3][CH2:2]1.CCN(C(C)C)C(C)C.CN(C([O:49]N1N=NC2C=CC=CC1=2)=[N+](C)C)C.[B-](F)(F)(F)F.C(N1C[CH2:76][CH2:75][N:74]([CH:78]2[CH2:83][CH2:82][CH:81]([NH2:84])[CH2:80][CH2:79]2)[CH2:73][CH2:72]1)C1C=CC=CC=1, predict the reaction product. (6) Given the reactants C[O:2][C:3]([C:5]1[CH:13]=[C:12]2[C:8]([CH:9]=[CH:10][N:11]2[CH3:14])=[CH:7][CH:6]=1)=[O:4].[Li+].[OH-], predict the reaction product. The product is: [CH3:14][N:11]1[C:12]2[C:8](=[CH:7][CH:6]=[C:5]([C:3]([OH:4])=[O:2])[CH:13]=2)[CH:9]=[CH:10]1. (7) Given the reactants [CH3:1][C:2]1[CH:7]=[C:6]([O:8]CC2C=CC=CC=2)[CH:5]=[CH:4][C:3]=1/[CH:16]=[CH:17]/[C:18]([O:20][CH2:21][CH3:22])=[O:19], predict the reaction product. The product is: [OH:8][C:6]1[CH:5]=[CH:4][C:3]([CH2:16][CH2:17][C:18]([O:20][CH2:21][CH3:22])=[O:19])=[C:2]([CH3:1])[CH:7]=1.